Dataset: Forward reaction prediction with 1.9M reactions from USPTO patents (1976-2016). Task: Predict the product of the given reaction. (1) Given the reactants [Si]([O:8][C@H:9]([C:25]1[CH:30]=[CH:29][C:28]([OH:31])=[C:27]([CH2:32][OH:33])[CH:26]=1)[CH2:10][NH:11][C:12]([CH3:24])([CH3:23])[CH2:13][C:14]1[CH:15]=[C:16]([CH:20]=[CH:21][CH:22]=1)[C:17]([OH:19])=O)(C(C)(C)C)(C)C.CN(C(ON1N=NC2C1=CC=CC=2)=[N+](C)C)C.F[P-](F)(F)(F)(F)F.[CH2:58]([O:60][C:61]1[CH:69]=[CH:68][C:64]([CH2:65][CH2:66][NH2:67])=[CH:63][C:62]=1[O:70][CH3:71])[CH3:59].F.F.F.C(N(CC)CC)C, predict the reaction product. The product is: [CH2:58]([O:60][C:61]1[CH:69]=[CH:68][C:64]([CH2:65][CH2:66][NH:67][C:17](=[O:19])[C:16]2[CH:20]=[CH:21][CH:22]=[C:14]([CH2:13][C:12]([NH:11][CH2:10][C@H:9]([OH:8])[C:25]3[CH:30]=[CH:29][C:28]([OH:31])=[C:27]([CH2:32][OH:33])[CH:26]=3)([CH3:24])[CH3:23])[CH:15]=2)=[CH:63][C:62]=1[O:70][CH3:71])[CH3:59]. (2) Given the reactants [NH2:1][C:2]1[CH:7]=[CH:6][C:5]([Cl:8])=[CH:4][N:3]=1.C[Si]([N-][Si](C)(C)C)(C)C.[Li+].[CH2:19]([O:21][C:22]([CH:24]1[CH:26]([CH2:27][OH:28])[CH:25]1[C:29](=[O:45])[NH:30][C:31]1[CH:36]=[CH:35][C:34]([N:37]2[CH:42]=[CH:41][CH:40]=[CH:39][C:38]2=[O:43])=[CH:33][C:32]=1[F:44])=[O:23])C.CO, predict the reaction product. The product is: [CH3:19][O:21][C:22]([CH:24]1[CH:25]([C:29](=[O:45])[NH:30][C:31]2[CH:36]=[CH:35][C:34]([N:37]3[CH:42]=[CH:41][CH:40]=[CH:39][C:38]3=[O:43])=[CH:33][C:32]=2[F:44])[CH:26]1[C:27](=[O:28])[NH:1][C:2]1[CH:7]=[CH:6][C:5]([Cl:8])=[CH:4][N:3]=1)=[O:23].